Dataset: Experimentally validated miRNA-target interactions with 360,000+ pairs, plus equal number of negative samples. Task: Binary Classification. Given a miRNA mature sequence and a target amino acid sequence, predict their likelihood of interaction. (1) The miRNA is hsa-miR-4525 with sequence GGGGGGAUGUGCAUGCUGGUU. The protein sequence of the target gene is MGSVCVRLWAYLQPFLPCWSQEADKSVVIENPGAFCPPEAPRSQEPERSHGQYFVALFDYQARTAEDLSFRAGDKLQVLDTSHEGWWLARHLEKKGTGLGQQLQGYIPSNYVAEDRSLQAEPWFFGAIKRADAEKQLLYSENQTGAFLIRESESQKGDFSLSVLDEGVVKHYRIRRLDEGGFFLTRRKVFSTLNEFVNYYTTTSDGLCVKLEKPCLKIQVPTPFDLSYKTADQWEIDRNSIQLLKRLGSGQFGEVWEGLWNNTTPVAVKTLKPGSMDPNDFLREAQIMKSLRHPKLIQLY.... Result: 0 (no interaction). (2) The miRNA is mmu-miR-1191a with sequence CAGUCUUACUAUGUAGCCCUA. The protein sequence of the target gene is MNSSSSTMNEEPDALSVVNQLRDLAADPLNRRAIVQDQGCLPGLILFMDHPNPPVVHSALLALRYLAECRANREKMKGELGMMLSLQNVIQKTTTPGETKLLASEIYDILQSSNLADGDSFNEMNSRRRKAQFFLGTTNKRAKTVVLHIDGLDDTSRRNLCEEALLKIKGVISFTFQMAVQRCVVRIRSDLKAEALASAIASTKVMKAQQVVKSESGEEMLVPFQDAPVEVEENTELPDYLPEDESPTKEQDKAVSRVGSHPEGGASWLSTAANFLSRSFYW. Result: 1 (interaction). (3) The miRNA is hsa-miR-3191-3p with sequence UGGGGACGUAGCUGGCCAGACAG. The protein sequence of the target gene is MAAPVKGNRKQSTEGDALDPPASPKPAGKQNGIQNPISLEDSPEAGGEREEEQEREEEQAFLVSLYKFMKERHTPIERVPHLGFKQINLWKIYKAVEKLGAYELVTGRRLWKNVYDELGGSPGSTSAATCTRRHYERLVLPYVRHLKGEDDKPLPTSKPRKQYKMAKENRGDDGATERPKKAKEERRMDQMMPGKTKADAADPAPLPSQEPPRNSTEQQGLASGSSVSFVGASGCPEAYKRLLSSFYCKGTHGIMSPLAKKKLLAQVSKVEALQCQEEGCRHGAEPQASPAVHLPESPQS.... Result: 0 (no interaction). (4) Result: 0 (no interaction). The protein sequence of the target gene is MDQNNSLPPYAQGLASPQGAMTPGIPIFSPMMPYGTGLTPQPIQNTNSLSILEEQQRQQQQQQQQQQQQQQQQQQQQQQQQQQQQQQQQQQQQQQAVAAAAVQQSTSQQATQGTSGQAPQLFHSQTLTTAPLPGTTPLYPSPMTPMTPITPATPASESSGIVPQLQNIVSTVNLGCKLDLKTIALRARNAEYNPKRFAAVIMRIREPRTTALIFSSGKMVCTGAKSEEQSRLAARKYARVVQKLGFPAKFLDFKIQNMVGSCDVKFPIRLEGLVLTHQQFSSYEPELFPGLIYRMIKPRI.... The miRNA is mmu-miR-503-5p with sequence UAGCAGCGGGAACAGUACUGCAG. (5) The miRNA is hsa-miR-1252-3p with sequence CAAAUGAGCUUAAUUUCCUUUU. The protein sequence of the target gene is MSVVPPNRSQTGWPRGVTQFGNKYIQQTKPLTLERTINLYPLTNYTFGTKEPLYEKDSSVAARFQRMREEFDKIGMRRTVEGVLIVHEHRLPHVLLLQLGTTFFKLPGGELNPGEDEVEGLKRLMTEILGRQDGVLQDWVIDDCIGNWWRPNFEPPQYPYIPAHITKPKEHKKLFLVQLQEKALFAVPKNYKLVAAPLFELYDNAPGYGPIISSLPQLLSRFNFIYN. Result: 1 (interaction). (6) The miRNA is mmu-miR-7001-3p with sequence CGCUCACACUCCCUCUGCAG. The protein sequence of the target gene is MATTGALGNYYVDSFLLGADAADELGAGRYAPGTLGQPPRQAAALAEHPDFSPCSFQSKAAVFGASWNPVHAAGANAVPAAVYHHHHHPYVHPQAPVAAAAPDGRYMRSWLEPTPGALSFAGLPSSRPYGIKPEPLSARRGDCPTLDTHTLSLTDYACGSPPVDREKQPSEGAFSENNAENESGGDKPPIDPNNPAANWLHARSTRKKRCPYTKHQTLELEKEFLFNMYLTRDRRYEVARLLNLTERQVKIWFQNRRMKMKKINKDRAKDE. Result: 0 (no interaction). (7) The miRNA is hsa-miR-6787-3p with sequence UCUCAGCUGCUGCCCUCUCCAG. The protein sequence of the target gene is MESPSAPPHRWCIPWQRLLLTASLLTFWNPPTTAKLTIESTPFNVAEGKEVLLLVHNLPQHLFGYSWYKGERVDGNRQIIGYVIGTQQATPGPAYSGREIIYPNASLLIQNIIQNDTGFYTLHVIKSDLVNEEATGQFRVYPELPKPSISSNNSKPVEDKDAVAFTCEPETQDATYLWWVNNQSLPVSPRLQLSNGNRTLTLFNVTRNDTASYKCETQNPVSARRSDSVILNVLYGPDAPTISPLNTSYRSGENLNLSCHAASNPPAQYSWFVNGTFQQSTQELFIPNITVNNSGSYTCQ.... Result: 0 (no interaction).